From a dataset of Reaction yield outcomes from USPTO patents with 853,638 reactions. Predict the reaction yield, written as a fraction of the theoretical maximum amount of product (1.0 means a 100% yield; for example, 0.34 means a 34% yield). (1) The reactants are [CH2:1](N(CC)CC)C.[CH2:8]=[C:9]([C:14]([O:17]S(F)(=O)=O)([F:16])[F:15])[C:10]([F:13])([F:12])[F:11].O. The catalyst is CO. The product is [F:15][C:14]([F:16])([O:17][CH3:1])[C:9]([C:10]([F:13])([F:12])[F:11])=[CH2:8]. The yield is 0.500. (2) The reactants are [CH2:1]([O:8][C:9](=[O:43])[N:10]([CH2:40][CH:41]=[CH2:42])[C:11]1[C:16](=O)[N:15]2[C@H:18]([C:24](N(C(OC(C)(C)C)=O)C3C=CC=CC=3)=[O:25])[CH2:19][C@@H:20]([CH2:21][CH:22]=[CH2:23])[C:14]2=[N:13][CH:12]=1)[C:2]1[CH:7]=[CH:6][CH:5]=[CH:4][CH:3]=1.OO.[Li+].[OH-:47].[O-:48]S([O-])=O.[Na+].[Na+]. The catalyst is C1COCC1.O.O. The product is [CH2:21]([C@H:20]1[C:14]2=[N:13][CH:12]=[C:11]([N:10]([CH2:40][CH:41]=[CH2:42])[C:9]([O:8][CH2:1][C:2]3[CH:3]=[CH:4][CH:5]=[CH:6][CH:7]=3)=[O:43])[C:16](=[O:47])[N:15]2[C@H:18]([C:24]([OH:48])=[O:25])[CH2:19]1)[CH:22]=[CH2:23]. The yield is 0.960. (3) The reactants are [CH2:1]([NH:3][C:4]1[CH:9]=[C:8](F)[CH:7]=[CH:6][C:5]=1[N+:11]([O-:13])=[O:12])[CH3:2].[NH:14]1[CH2:19][CH2:18][NH:17][CH2:16][CH2:15]1.C([O-])([O-])=O.[K+].[K+]. The catalyst is CN(C=O)C. The product is [CH2:1]([NH:3][C:4]1[CH:9]=[C:8]([N:14]2[CH2:19][CH2:18][NH:17][CH2:16][CH2:15]2)[CH:7]=[CH:6][C:5]=1[N+:11]([O-:13])=[O:12])[CH3:2]. The yield is 0.750. (4) The reactants are C[O:2][C:3](=[O:24])[CH:4]([C:11]1[CH:16]=[CH:15][C:14]([C:17]#[C:18][C:19]([OH:23])([CH3:22])[CH2:20][CH3:21])=[CH:13][CH:12]=1)[CH2:5][CH:6]1[CH2:10][CH2:9][CH2:8][CH2:7]1.[OH-].[Li+]. The catalyst is CO.O. The product is [CH:6]1([CH2:5][CH:4]([C:11]2[CH:16]=[CH:15][C:14]([C:17]#[C:18][C:19]([OH:23])([CH3:22])[CH2:20][CH3:21])=[CH:13][CH:12]=2)[C:3]([OH:24])=[O:2])[CH2:10][CH2:9][CH2:8][CH2:7]1. The yield is 0.910. (5) The reactants are [C:1]([C:3]1[CH:8]=[CH:7][CH:6]=[CH:5][C:4]=1[C:9]1[CH:14]=[CH:13][C:12]([CH2:15][CH:16]([C:22](=O)[CH2:23][CH2:24][CH3:25])[C:17](OCC)=[O:18])=[C:11]([F:27])[CH:10]=1)#[N:2].[CH3:28][C:29]1[NH:30][C:31]([NH:34][CH:35]2[CH2:40][CH2:39][O:38][CH2:37][CH2:36]2)=[N:32][N:33]=1. No catalyst specified. The product is [F:27][C:11]1[CH:10]=[C:9]([C:4]2[C:3]([C:1]#[N:2])=[CH:8][CH:7]=[CH:6][CH:5]=2)[CH:14]=[CH:13][C:12]=1[CH2:15][C:16]1[C:17](=[O:18])[N:34]([CH:35]2[CH2:40][CH2:39][O:38][CH2:37][CH2:36]2)[C:31]2[N:32]([N:33]=[C:29]([CH3:28])[N:30]=2)[C:22]=1[CH2:23][CH2:24][CH3:25]. The yield is 0.650. (6) The reactants are [F:1][C:2]1[CH:7]=[C:6]([F:8])[CH:5]=[CH:4][C:3]=1[N:9]1[C:13]([C:14]2[S:23][C:22]3[C:21]4[N:24]=[C:25]([NH2:28])[CH:26]=[CH:27][C:20]=4[O:19][CH2:18][CH2:17][C:16]=3[CH:15]=2)=[N:12][CH:11]=[N:10]1.[H-].[Na+].BrC[CH2:33][C:34]([O:36][C:37]([CH3:40])([CH3:39])[CH3:38])=[O:35]. The catalyst is C1COCC1. The product is [C:37]([O:36][C:34](=[O:35])[CH2:33][NH:28][C:25]1[CH:26]=[CH:27][C:20]2[O:19][CH2:18][CH2:17][C:16]3[CH:15]=[C:14]([C:13]4[N:9]([C:3]5[CH:4]=[CH:5][C:6]([F:8])=[CH:7][C:2]=5[F:1])[N:10]=[CH:11][N:12]=4)[S:23][C:22]=3[C:21]=2[N:24]=1)([CH3:40])([CH3:39])[CH3:38]. The yield is 0.900. (7) The reactants are [Cl:1][C:2]1[CH:3]=[CH:4][C:5]([NH:18][CH2:19][CH:20]2[CH2:25][CH2:24][NH:23][CH2:22][CH2:21]2)=[C:6]([CH:17]=1)[C:7]([NH:9][C:10]1[CH:15]=[CH:14][C:13]([CH3:16])=[CH:12][N:11]=1)=[O:8].[O:26]1[CH2:31][CH2:30][C:29](=O)[CH2:28][CH2:27]1.C([BH3-])#N.[Na+]. The catalyst is CO.C(O)(=O)C.O1CCCC1. The product is [Cl:1][C:2]1[CH:3]=[CH:4][C:5]([NH:18][CH2:19][CH:20]2[CH2:25][CH2:24][N:23]([CH:29]3[CH2:30][CH2:31][O:26][CH2:27][CH2:28]3)[CH2:22][CH2:21]2)=[C:6]([CH:17]=1)[C:7]([NH:9][C:10]1[CH:15]=[CH:14][C:13]([CH3:16])=[CH:12][N:11]=1)=[O:8]. The yield is 0.930. (8) The reactants are [CH2:1]=[C:2]1[CH:19]2[C@:14]([CH3:21])([CH2:15][CH2:16][C:17](=O)[CH2:18]2)[C@@H:13]2[C@H:4]([C@H:5]3[C@@:9]([CH2:11][CH2:12]2)([CH3:10])[C:8](=[O:22])[CH2:7][CH2:6]3)[CH2:3]1.[ClH:23].Cl.[NH2:25][CH2:26][CH2:27][O:28][NH2:29]. No catalyst specified. The product is [ClH:23].[NH2:25][CH2:26][CH2:27][O:28][N:29]=[C:17]1[CH2:16][CH2:15][C@@:14]2([CH3:21])[CH:19]([C:2](=[CH2:1])[CH2:3][C@@H:4]3[C@@H:13]2[CH2:12][CH2:11][C@@:9]2([CH3:10])[C@H:5]3[CH2:6][CH2:7][C:8]2=[O:22])[CH2:18]1. The yield is 0.400.